Dataset: Forward reaction prediction with 1.9M reactions from USPTO patents (1976-2016). Task: Predict the product of the given reaction. (1) Given the reactants [C:1]1([CH:7]([C:9]2C=CC=C[CH:10]=2)[OH:8])[CH:6]=[CH:5][CH:4]=[CH:3][CH:2]=1, predict the reaction product. The product is: [CH3:10][CH2:9][CH:7]([OH:8])[C:1]1[CH:2]=[CH:3][CH:4]=[CH:5][CH:6]=1. (2) Given the reactants [NH2:1][C:2]1[CH:8]=[CH:7][CH:6]=[CH:5][C:3]=1[NH2:4].[NH2:9][CH2:10][C:11](O)=O, predict the reaction product. The product is: [NH2:9][CH2:10][C:11]1[NH:1][C:2]2[CH:8]=[CH:7][CH:6]=[CH:5][C:3]=2[N:4]=1. (3) The product is: [Cl:8][C:6]1[C:5]([C:9]#[N:10])=[C:4]([NH:24][CH:21]2[CH2:23][CH2:22]2)[N:3]=[C:2]([NH:14][CH:18]2[CH2:19][CH2:20]2)[N:7]=1. Given the reactants Cl[C:2]1[N:7]=[C:6]([Cl:8])[C:5]([C:9]#[N:10])=[C:4](Cl)[N:3]=1.C([N:14]([CH:18]([CH3:20])[CH3:19])C(C)C)C.[CH:21]1([NH2:24])[CH2:23][CH2:22]1, predict the reaction product.